The task is: Regression/Classification. Given a drug SMILES string, predict its absorption, distribution, metabolism, or excretion properties. Task type varies by dataset: regression for continuous measurements (e.g., permeability, clearance, half-life) or binary classification for categorical outcomes (e.g., BBB penetration, CYP inhibition). Dataset: hlm.. This data is from Human liver microsome stability data. (1) The compound is Oc1c2cc(Nc3cccc(OC(F)(F)F)c3)ccc2nc2cc(F)cc(F)c12. The result is 0 (unstable in human liver microsomes). (2) The compound is C[C@@H]1C[C@H](N)CN(c2ccncc2NC(=O)c2ccc(F)c(-c3c(F)cccc3F)n2)C1. The result is 0 (unstable in human liver microsomes). (3) The drug is Cc1nc2ccccc2n1-c1ccc(C(=O)N(C)[C@@H]2CCN(C3CCC3)C2)cc1. The result is 1 (stable in human liver microsomes). (4) The drug is CCCN(CCCNc1ccnc2cc(Cl)ccc12)Cc1ccoc1. The result is 1 (stable in human liver microsomes). (5) The compound is CCOc1ccccc1C(=O)NCC1(N2CCNCC2)CCCCC1. The result is 0 (unstable in human liver microsomes). (6) The compound is CCC1(CC)C(=O)Nc2ccc(-c3ccc(C#N)n3C)cc21. The result is 0 (unstable in human liver microsomes). (7) The molecule is COc1nc(-c2ccc(NC(=O)Nc3ccc(C(=O)N4CCN(C)CC4)cc3)cc2)nc(N2CCOCC2)n1. The result is 0 (unstable in human liver microsomes). (8) The compound is CC(C)=Cc1nn(CCC(C)(C)C)c(=O)c(C2=NS(=O)(=O)c3cc(NS(C)(=O)=O)ccc3N2)c1O. The result is 1 (stable in human liver microsomes). (9) The drug is Cc1ccc(-c2nnc(CCc3nnc(-c4ccncc4)n3-c3ccccc3Cl)o2)cc1. The result is 1 (stable in human liver microsomes).